From a dataset of Forward reaction prediction with 1.9M reactions from USPTO patents (1976-2016). Predict the product of the given reaction. Given the reactants [F:1][C:2]1[CH:3]=[CH:4][C:5]([O:8][CH2:9][CH2:10][C@@H:11]2[CH2:17][C@@H:16]3[C@@H:14]([CH2:15]3)[CH2:13][N:12]2C(OC(C)(C)C)=O)=[N:6][CH:7]=1.C(O)(C(F)(F)F)=O, predict the reaction product. The product is: [F:1][C:2]1[CH:3]=[CH:4][C:5]([O:8][CH2:9][CH2:10][C@@H:11]2[CH2:17][C@@H:16]3[C@@H:14]([CH2:15]3)[CH2:13][NH:12]2)=[N:6][CH:7]=1.